This data is from NCI-60 drug combinations with 297,098 pairs across 59 cell lines. The task is: Regression. Given two drug SMILES strings and cell line genomic features, predict the synergy score measuring deviation from expected non-interaction effect. Drug 1: CCN(CC)CCNC(=O)C1=C(NC(=C1C)C=C2C3=C(C=CC(=C3)F)NC2=O)C. Drug 2: CC1CCCC2(C(O2)CC(NC(=O)CC(C(C(=O)C(C1O)C)(C)C)O)C(=CC3=CSC(=N3)C)C)C. Cell line: HCC-2998. Synergy scores: CSS=50.6, Synergy_ZIP=1.95, Synergy_Bliss=1.67, Synergy_Loewe=-13.6, Synergy_HSA=3.18.